From a dataset of Reaction yield outcomes from USPTO patents with 853,638 reactions. Predict the reaction yield, written as a fraction of the theoretical maximum amount of product (1.0 means a 100% yield; for example, 0.34 means a 34% yield). (1) The yield is 0.200. The reactants are [C:1]([O:7][CH3:8])(=[O:6])[CH2:2][C:3]([CH3:5])=O.[Br:9][C:10]1[CH:17]=[CH:16][CH:15]=[CH:14][C:11]=1[CH:12]=O.[CH3:18][O:19][C:20](=[O:25])/[CH:21]=[C:22](\[NH2:24])/[CH3:23].CC(O)=O. The catalyst is CCO.CCOC(C)=O. The product is [Br:9][C:10]1[CH:17]=[CH:16][CH:15]=[CH:14][C:11]=1[CH:12]1[C:2]([C:1]([O:7][CH3:8])=[O:6])=[C:3]([CH3:5])[NH:24][C:22]([CH3:23])=[C:21]1[C:20]([O:19][CH3:18])=[O:25]. (2) The catalyst is C(Cl)(Cl)Cl. The yield is 0.690. The product is [O:1]1[CH:5]=[CH:4][CH:3]=[C:2]1[C:6]1[N:7]=[C:8]([NH:19][C:20](=[O:26])[O:21][C:22]([CH3:23])([CH3:25])[CH3:24])[S:9][C:10]=1[C:11]([CH:13]1[CH2:14][CH2:15][S:16](=[O:35])[CH2:17][CH2:18]1)=[O:12]. The reactants are [O:1]1[CH:5]=[CH:4][CH:3]=[C:2]1[C:6]1[N:7]=[C:8]([NH:19][C:20](=[O:26])[O:21][C:22]([CH3:25])([CH3:24])[CH3:23])[S:9][C:10]=1[C:11]([CH:13]1[CH2:18][CH2:17][S:16][CH2:15][CH2:14]1)=[O:12].ClC1C=CC=C(C(OO)=[O:35])C=1.O.